This data is from Full USPTO retrosynthesis dataset with 1.9M reactions from patents (1976-2016). The task is: Predict the reactants needed to synthesize the given product. (1) Given the product [CH:1]1([C:4]2[N:8]([CH2:18][C:19]3[CH:24]=[CH:23][C:22]([O:25][CH3:26])=[CH:21][CH:20]=3)[N:7]=[C:6]([C:9]([O:11][CH2:12][CH3:13])=[O:10])[C:5]=2[CH3:14])[CH2:2][CH2:3]1, predict the reactants needed to synthesize it. The reactants are: [CH:1]1([C:4]2[NH:8][N:7]=[C:6]([C:9]([O:11][CH2:12][CH3:13])=[O:10])[C:5]=2[CH3:14])[CH2:3][CH2:2]1.[H-].[Na+].Br[CH2:18][C:19]1[CH:24]=[CH:23][C:22]([O:25][CH3:26])=[CH:21][CH:20]=1.O. (2) Given the product [C:9]([NH:14][C:15]1[CH:16]=[C:17]([OH:24])[C:18](=[CH:22][CH:23]=1)[C:19]([OH:21])=[O:20])(=[O:13])[C:10]([CH3:12])=[CH2:11], predict the reactants needed to synthesize it. The reactants are: [Na].C([O-])(=O)C=C.[NH4+].[Na+].[C:9]([NH:14][C:15]1[CH:16]=[C:17]([OH:24])[C:18](=[CH:22][CH:23]=1)[C:19]([O-:21])=[O:20])(=[O:13])[C:10]([CH3:12])=[CH2:11].[Na+].C(NC(C)(C)CS([O-])(=O)=O)(=O)C=C.C(N)(=O)C=C. (3) Given the product [O:9]=[C:1]1[NH:14][CH2:11][CH2:12][NH:13][CH:2]1[CH2:3][C:4]([O:6][CH3:7])=[O:5], predict the reactants needed to synthesize it. The reactants are: [C:1]([O:9]C)(=O)/[CH:2]=[CH:3]\[C:4]([O:6][CH3:7])=[O:5].[CH2:11]([NH2:14])[CH2:12][NH2:13]. (4) Given the product [NH2:1][C:2]1[N:7]([CH3:8])[C:6](=[O:9])[CH:5]=[C:4]([CH2:10][CH2:11][C:12]2[CH:17]=[CH:16][C:15]3[C:14](=[CH:28][CH:19]=[CH:20][CH:21]=3)[CH:13]=2)[N:3]=1, predict the reactants needed to synthesize it. The reactants are: [NH2:1][C:2]1[N:7]([CH3:8])[C:6](=[O:9])[CH:5]=[C:4]([CH2:10][CH2:11][C:12]2[CH:17]=[CH:16][CH:15]=[C:14](Br)[CH:13]=2)[N:3]=1.[CH:19]1[C:28]2[C:19](=[CH:20][CH:21]=CC=2)[CH:28]=[CH:21][C:20]=1CCC(=O)CC(OCC)=O.